From a dataset of Peptide-MHC class I binding affinity with 185,985 pairs from IEDB/IMGT. Regression. Given a peptide amino acid sequence and an MHC pseudo amino acid sequence, predict their binding affinity value. This is MHC class I binding data. (1) The peptide sequence is RYRRLIQIL. The MHC is HLA-A03:01 with pseudo-sequence HLA-A03:01. The binding affinity (normalized) is 0.0847. (2) The peptide sequence is NELNHILLE. The MHC is HLA-B44:03 with pseudo-sequence HLA-B44:03. The binding affinity (normalized) is 0.109. (3) The peptide sequence is GANFPGLAK. The MHC is HLA-A68:01 with pseudo-sequence HLA-A68:01. The binding affinity (normalized) is 0.453. (4) The peptide sequence is FQFFVFLAL. The MHC is HLA-A02:01 with pseudo-sequence HLA-A02:01. The binding affinity (normalized) is 0.398. (5) The peptide sequence is KVADVDLAVPV. The MHC is HLA-A02:01 with pseudo-sequence HLA-A02:01. The binding affinity (normalized) is 0.725. (6) The peptide sequence is IPVRRGYTT. The MHC is HLA-A26:01 with pseudo-sequence HLA-A26:01. The binding affinity (normalized) is 0.0847.